From a dataset of Catalyst prediction with 721,799 reactions and 888 catalyst types from USPTO. Predict which catalyst facilitates the given reaction. (1) Reactant: Cl.[CH3:2][C@:3]1([N:8]2[C:12]3[N:13]=[C:14]([N:24]4[CH2:29][CH2:28][O:27][CH2:26][CH2:25]4)[N:15]=[C:16]([C:17]4[CH:18]=[N:19][C:20]([NH2:23])=[N:21][CH:22]=4)[C:11]=3[CH2:10][CH2:9]2)[CH2:7][CH2:6][NH:5][CH2:4]1.Br[CH:31]1[CH2:35][CH2:34][NH:33][C:32]1=[O:36].O. Product: [NH2:23][C:20]1[N:19]=[CH:18][C:17]([C:16]2[C:11]3[CH2:10][CH2:9][N:8]([C@@:3]4([CH3:2])[CH2:7][CH2:6][N:5]([CH:31]5[CH2:35][CH2:34][NH:33][C:32]5=[O:36])[CH2:4]4)[C:12]=3[N:13]=[C:14]([N:24]3[CH2:29][CH2:28][O:27][CH2:26][CH2:25]3)[N:15]=2)=[CH:22][N:21]=1. The catalyst class is: 2. (2) Reactant: [Cl:1][C:2]1[N:7]=[CH:6][N:5]=[C:4]([O:8][C:9]2[CH:10]=[C:11]3[C:16](=[CH:17][CH:18]=2)[C:15]([C:19](Cl)=[O:20])=[CH:14][CH:13]=[CH:12]3)[CH:3]=1.[CH3:22][N:23]1[CH2:28][CH2:27][N:26]([CH2:29][C:30]2[CH:35]=[CH:34][C:33]([NH2:36])=[CH:32][CH:31]=2)[CH2:25][CH2:24]1.C(N(C(C)C)CC)(C)C.C([O-])(O)=O.[Na+]. Product: [CH3:22][N:23]1[CH2:28][CH2:27][N:26]([CH2:29][C:30]2[CH:35]=[CH:34][C:33]([NH:36][C:19]([C:15]3[C:16]4[C:11](=[CH:10][C:9]([O:8][C:4]5[CH:3]=[C:2]([Cl:1])[N:7]=[CH:6][N:5]=5)=[CH:18][CH:17]=4)[CH:12]=[CH:13][CH:14]=3)=[O:20])=[CH:32][CH:31]=2)[CH2:25][CH2:24]1. The catalyst class is: 2. (3) Reactant: [F:1][C:2]1[CH:3]=[C:4]([C:25](OCC)=[O:26])[C:5]2[C:6](=O)[CH:7]([C:18]3[N:22]([CH3:23])[N:21]=[CH:20][N:19]=3)[CH:8]([C:12]3[CH:17]=[CH:16][CH:15]=[CH:14][CH:13]=3)[NH:9][C:10]=2[CH:11]=1.O.[NH2:31][NH2:32]. Product: [F:1][C:2]1[CH:11]=[C:10]2[NH:9][CH:8]([C:12]3[CH:13]=[CH:14][CH:15]=[CH:16][CH:17]=3)[CH:7]([C:18]3[N:22]([CH3:23])[N:21]=[CH:20][N:19]=3)[C:6]3=[N:31][NH:32][C:25](=[O:26])[C:4]([CH:3]=1)=[C:5]23. The catalyst class is: 5.